Predict the reactants needed to synthesize the given product. From a dataset of Full USPTO retrosynthesis dataset with 1.9M reactions from patents (1976-2016). (1) Given the product [Br:1][C:2]1[C:10]([F:11])=[CH:9][C:5]([C:6]([NH:8][C:14]([NH:23][CH:20]2[CH2:22][CH2:21]2)=[O:18])=[O:7])=[C:4]([F:12])[C:3]=1[CH3:13], predict the reactants needed to synthesize it. The reactants are: [Br:1][C:2]1[C:10]([F:11])=[CH:9][C:5]([C:6]([NH2:8])=[O:7])=[C:4]([F:12])[C:3]=1[CH3:13].[C:14](Cl)(=[O:18])C(Cl)=O.[CH:20]1([NH2:23])[CH2:22][CH2:21]1. (2) Given the product [CH:18]1([CH2:21][N:10]2[CH2:11][C:5]3[CH:4]=[C:3]([O:2][CH3:1])[C:14]([N+:15]([O-:17])=[O:16])=[CH:13][C:6]=3[NH:7][C:8](=[O:12])[CH2:9]2)[CH2:20][CH2:19]1, predict the reactants needed to synthesize it. The reactants are: [CH3:1][O:2][C:3]1[C:14]([N+:15]([O-:17])=[O:16])=[CH:13][C:6]2[NH:7][C:8](=[O:12])[CH2:9][NH:10][CH2:11][C:5]=2[CH:4]=1.[CH:18]1([CH:21]=O)[CH2:20][CH2:19]1.C(O)(=O)C.C(O[BH-](OC(=O)C)OC(=O)C)(=O)C.[Na+]. (3) Given the product [Si:1]([O:8][CH2:9][C:10]1([CH3:38])[S:16][CH2:15][CH2:14][N:13]2[C:17]([C:20]3([C:23]4[CH:28]=[CH:27][C:26]([C:40]5[C:45]([C:46]([F:49])([F:48])[F:47])=[CH:44][CH:43]=[CH:42][N:41]=5)=[CH:25][CH:24]=4)[CH2:21][CH2:22]3)=[N:18][N:19]=[C:12]2[CH2:11]1)([C:4]([CH3:7])([CH3:5])[CH3:6])([CH3:3])[CH3:2], predict the reactants needed to synthesize it. The reactants are: [Si:1]([O:8][CH2:9][C:10]1([CH3:38])[S:16][CH2:15][CH2:14][N:13]2[C:17]([C:20]3([C:23]4[CH:28]=[CH:27][C:26](B5OC(C)(C)C(C)(C)O5)=[CH:25][CH:24]=4)[CH2:22][CH2:21]3)=[N:18][N:19]=[C:12]2[CH2:11]1)([C:4]([CH3:7])([CH3:6])[CH3:5])([CH3:3])[CH3:2].Br[C:40]1[C:45]([C:46]([F:49])([F:48])[F:47])=[CH:44][CH:43]=[CH:42][N:41]=1.C(=O)([O-])[O-].[K+].[K+].C(=O)([O-])O.[Na+]. (4) Given the product [Cl:13][C:5]1[C:4](=[O:12])[NH:3][C:2]([CH3:1])=[C:7]([C:8]([O:10][CH3:11])=[O:9])[CH:6]=1, predict the reactants needed to synthesize it. The reactants are: [CH3:1][C:2]1[NH:3][C:4](=[O:12])[CH:5]=[CH:6][C:7]=1[C:8]([O:10][CH3:11])=[O:9].[Cl:13]N1C(=O)CCC1=O.O. (5) The reactants are: [NH2:1][C:2]1[C:15]([O:16][CH3:17])=[CH:14][C:13]2[C@:12]34[CH2:18][CH2:19][N:20]([C:21]([O:23][CH2:24][C:25]5[CH:30]=[CH:29][CH:28]=[CH:27][CH:26]=5)=[O:22])[C@@H:6]([C@@H:7]3[CH2:8][CH2:9][CH2:10][CH2:11]4)[CH2:5][C:4]=2[CH:3]=1.[CH3:31][C:32]([CH3:34])=O.[BH-](OC(C)=O)(OC(C)=O)OC(C)=O.[Na+]. Given the product [CH:32]([NH:1][C:2]1[C:15]([O:16][CH3:17])=[CH:14][C:13]2[C@:12]34[CH2:18][CH2:19][N:20]([C:21]([O:23][CH2:24][C:25]5[CH:26]=[CH:27][CH:28]=[CH:29][CH:30]=5)=[O:22])[C@@H:6]([C@@H:7]3[CH2:8][CH2:9][CH2:10][CH2:11]4)[CH2:5][C:4]=2[CH:3]=1)([CH3:34])[CH3:31], predict the reactants needed to synthesize it. (6) Given the product [CH2:13]([O:15][C:16](=[O:32])[C:17]1[CH:22]=[CH:21][CH:20]=[CH:19][C:18]=1[N:23]([C:4](=[O:5])[CH2:3][C:1]#[N:2])[CH2:24][C:25]1[CH:30]=[CH:29][C:28]([F:31])=[CH:27][CH:26]=1)[CH3:14], predict the reactants needed to synthesize it. The reactants are: [C:1]([CH2:3][C:4](O)=[O:5])#[N:2].C(Cl)(=O)C(Cl)=O.[CH2:13]([O:15][C:16](=[O:32])[C:17]1[CH:22]=[CH:21][CH:20]=[CH:19][C:18]=1[NH:23][CH2:24][C:25]1[CH:30]=[CH:29][C:28]([F:31])=[CH:27][CH:26]=1)[CH3:14]. (7) The reactants are: Cl.C(O)(=O)C.[OH:6][N:7]=[C:8]([C:21]1[N:25]([CH3:26])[N:24]=[CH:23][CH:22]=1)[C:9]#[C:10][C:11]1[CH:16]=[CH:15][C:14]([C:17]([F:20])([F:19])[F:18])=[CH:13][CH:12]=1.C(=O)([O-])[O-].[K+].[K+]. Given the product [CH3:26][N:25]1[C:21]([C:8]2[CH:9]=[C:10]([C:11]3[CH:16]=[CH:15][C:14]([C:17]([F:19])([F:20])[F:18])=[CH:13][CH:12]=3)[O:6][N:7]=2)=[CH:22][CH:23]=[N:24]1, predict the reactants needed to synthesize it. (8) Given the product [CH3:14][N:15]([CH3:16])[CH2:7][C:6]1[CH:9]=[CH:10][C:3]([O:2][CH3:1])=[C:4]([N+:11]([O-:13])=[O:12])[CH:5]=1, predict the reactants needed to synthesize it. The reactants are: [CH3:1][O:2][C:3]1[CH:10]=[CH:9][C:6]([CH:7]=O)=[CH:5][C:4]=1[N+:11]([O-:13])=[O:12].[CH3:14][NH:15][CH3:16]. (9) Given the product [CH3:20][C:18]1[NH:17][N:16]=[C:15]([NH:14][C:4]2[N:3]=[C:2]([C:24]3[CH:25]=[N:21][NH:22][CH:23]=3)[C:11]3[C:6]([CH:5]=2)=[CH:7][C:8]([O:12][CH3:13])=[CH:9][CH:10]=3)[CH:19]=1, predict the reactants needed to synthesize it. The reactants are: Cl[C:2]1[C:11]2[C:6](=[CH:7][C:8]([O:12][CH3:13])=[CH:9][CH:10]=2)[CH:5]=[C:4]([NH:14][C:15]2[CH:19]=[C:18]([CH3:20])[NH:17][N:16]=2)[N:3]=1.[NH:21]1[CH:25]=[C:24](B(O)O)[CH:23]=[N:22]1. (10) The reactants are: C([N:8]1[CH2:20][C@H:19]2[C@H:10]([C:11](=[O:24])[N:12]3[CH2:23][CH2:22][CH2:21][C:14]4[CH:15]=[CH:16][CH:17]=[C:18]2[C:13]3=4)[CH2:9]1)C1C=CC=CC=1.[C:33](O[C:33]([O:35][C:36]([CH3:39])([CH3:38])[CH3:37])=[O:34])([O:35][C:36]([CH3:39])([CH3:38])[CH3:37])=[O:34].[H][H]. Given the product [O:24]=[C:11]1[C@@H:10]2[CH2:9][N:8]([C:33]([O:35][C:36]([CH3:37])([CH3:38])[CH3:39])=[O:34])[CH2:20][C@@H:19]2[C:18]2[C:13]3=[C:14]([CH2:21][CH2:22][CH2:23][N:12]13)[CH:15]=[CH:16][CH:17]=2, predict the reactants needed to synthesize it.